From a dataset of Catalyst prediction with 721,799 reactions and 888 catalyst types from USPTO. Predict which catalyst facilitates the given reaction. Reactant: [NH2:1][C:2]1[CH:3]=[CH:4][C:5]([Cl:12])=[C:6]([C:8]([F:11])([F:10])[F:9])[CH:7]=1.[OH:13][C:14]1[CH:19]=[CH:18][C:17]([CH2:20][C:21](O)=[O:22])=[CH:16][C:15]=1[CH3:24].C1C=CC2N(O)N=NC=2C=1.CCN=C=NCCCN(C)C.CN1CCOCC1. Product: [Cl:12][C:5]1[CH:4]=[CH:3][C:2]([NH:1][C:21](=[O:22])[CH2:20][C:17]2[CH:18]=[CH:19][C:14]([OH:13])=[C:15]([CH3:24])[CH:16]=2)=[CH:7][C:6]=1[C:8]([F:9])([F:10])[F:11]. The catalyst class is: 735.